Dataset: Peptide-MHC class II binding affinity with 134,281 pairs from IEDB. Task: Regression. Given a peptide amino acid sequence and an MHC pseudo amino acid sequence, predict their binding affinity value. This is MHC class II binding data. (1) The peptide sequence is ASQDVKNWMTETLLV. The MHC is DRB1_0301 with pseudo-sequence DRB1_0301. The binding affinity (normalized) is 0. (2) The peptide sequence is VDPTDYFRNEQSIPP. The MHC is DRB1_0901 with pseudo-sequence DRB1_0901. The binding affinity (normalized) is 0.369. (3) The peptide sequence is KASNPNYLAILVKYV. The MHC is DRB1_0802 with pseudo-sequence DRB1_0802. The binding affinity (normalized) is 0.937. (4) The peptide sequence is MSFVTTQPEALAAAA. The MHC is HLA-DQA10102-DQB10602 with pseudo-sequence HLA-DQA10102-DQB10602. The binding affinity (normalized) is 0.211. (5) The peptide sequence is SLSASAASSTIGTVGL. The MHC is H-2-IAb with pseudo-sequence H-2-IAb. The binding affinity (normalized) is 0.472. (6) The MHC is HLA-DQA10301-DQB10302 with pseudo-sequence HLA-DQA10301-DQB10302. The binding affinity (normalized) is 0.139. The peptide sequence is KTQIDQVESTAGSLQ. (7) The peptide sequence is LKESWGAIWR. The MHC is DRB1_1101 with pseudo-sequence DRB1_1101. The binding affinity (normalized) is 0.563. (8) The peptide sequence is QVAQYKALPVVLENA. The MHC is DRB1_0901 with pseudo-sequence DRB1_0901. The binding affinity (normalized) is 0.667.